From a dataset of Full USPTO retrosynthesis dataset with 1.9M reactions from patents (1976-2016). Predict the reactants needed to synthesize the given product. (1) Given the product [ClH:1].[Cl:1][C:2]1[CH:3]=[C:4]([CH:8]=[CH:9][C:10]=1[C:11]1[N:15]([CH3:16])[C:14]([C:17]([CH3:18])([O:19][C:20]2[C:21]([F:28])=[CH:22][C:23]([F:27])=[CH:24][C:25]=2[F:26])[CH3:29])=[N:13][N:12]=1)[C:5]([NH:36][CH3:34])=[O:7], predict the reactants needed to synthesize it. The reactants are: [Cl:1][C:2]1[CH:3]=[C:4]([CH:8]=[CH:9][C:10]=1[C:11]1[N:15]([CH3:16])[C:14]([C:17]([CH3:29])([O:19][C:20]2[C:25]([F:26])=[CH:24][C:23]([F:27])=[CH:22][C:21]=2[F:28])[CH3:18])=[N:13][N:12]=1)[C:5]([OH:7])=O.C1C=CC2N(O)N=[N:36][C:34]=2C=1.CN(C=O)C.CN.C1COCC1. (2) The reactants are: B(Br)(Br)Br.C[O:6][C:7]1[CH:15]=[C:14]2[C:10]([CH:11]=[C:12]([C:16]([O:18][CH3:19])=[O:17])[NH:13]2)=[CH:9][CH:8]=1.C(=O)(O)[O-].[Na+].Cl.S(Cl)(Cl)=O. Given the product [OH:6][C:7]1[CH:15]=[C:14]2[C:10]([CH:11]=[C:12]([C:16]([O:18][CH3:19])=[O:17])[NH:13]2)=[CH:9][CH:8]=1, predict the reactants needed to synthesize it. (3) Given the product [Cl:1][C:2]1[CH:3]=[CH:4][C:5]([CH2:8][C:9]2[C:18]3[C:13](=[CH:14][CH:15]=[CH:16][CH:17]=3)[C:12](=[O:19])[N:11]([CH:20]3[CH2:26][CH2:25][CH2:24][N:23]([CH2:27][CH2:28][C:29]4[CH:34]=[CH:33][C:32]([O:35][CH2:36][CH2:37][CH2:38][N:39]5[CH2:42][CH2:43][CH2:44][CH2:45][CH2:41][CH2:40]5)=[CH:31][CH:30]=4)[CH2:22][CH2:21]3)[N:10]=2)=[CH:6][CH:7]=1, predict the reactants needed to synthesize it. The reactants are: [Cl:1][C:2]1[CH:7]=[CH:6][C:5]([CH2:8][C:9]2[C:18]3[C:13](=[CH:14][CH:15]=[CH:16][CH:17]=3)[C:12](=[O:19])[N:11]([CH:20]3[CH2:26][CH2:25][CH2:24][N:23]([CH2:27][CH2:28][C:29]4[CH:34]=[CH:33][C:32]([O:35][CH:36]5[CH2:41][CH2:40][N:39]([CH:42]6[CH2:45][CH2:44][CH2:43]6)[CH2:38][CH2:37]5)=[CH:31][CH:30]=4)[CH2:22][CH2:21]3)[N:10]=2)=[CH:4][CH:3]=1.CS(OCCC1C=CC(OCCCN2CCCCCC2)=CC=1)(=O)=O. (4) Given the product [CH3:1][C:2]1[CH:7]=[CH:6][C:5]([O:8][C:9]2[CH:10]=[CH:11][CH:12]=[CH:13][CH:14]=2)=[CH:4][N+:3]=1[O-:20], predict the reactants needed to synthesize it. The reactants are: [CH3:1][C:2]1[CH:7]=[CH:6][C:5]([O:8][C:9]2[CH:14]=[CH:13][CH:12]=[CH:11][CH:10]=2)=[CH:4][N:3]=1.ClC1C=C(C=CC=1)C(OO)=[O:20].S([O-])([O-])=O.[Na+].[Na+]. (5) Given the product [CH:1]1([C:7]2[CH:8]=[CH:9][C:10]([C:13]3[CH:22]=[C:21]([O:23][CH3:28])[C:20]4[C:15](=[CH:16][CH:17]=[C:18]([NH:24][C:25](=[O:27])[CH3:26])[CH:19]=4)[N:14]=3)=[CH:11][CH:12]=2)[CH2:2][CH2:3][CH2:4][CH2:5][CH2:6]1, predict the reactants needed to synthesize it. The reactants are: [CH:1]1([C:7]2[CH:12]=[CH:11][C:10]([C:13]3[CH:22]=[C:21]([OH:23])[C:20]4[C:15](=[CH:16][CH:17]=[C:18]([NH:24][C:25](=[O:27])[CH3:26])[CH:19]=4)[N:14]=3)=[CH:9][CH:8]=2)[CH2:6][CH2:5][CH2:4][CH2:3][CH2:2]1.[C:28]1(C)C=CC=CC=1.S(OC)(OC)(=O)=O. (6) Given the product [C:1]([O:5][C:6](=[O:31])[CH2:7][N:8]([C:17]1[CH:22]=[CH:21][C:20]([Br:38])=[CH:19][C:18]=1[O:23][CH2:24][C:25]1[CH:30]=[CH:29][CH:28]=[CH:27][CH:26]=1)[CH2:9][C:10]([O:12][C:13]([CH3:16])([CH3:15])[CH3:14])=[O:11])([CH3:2])([CH3:3])[CH3:4], predict the reactants needed to synthesize it. The reactants are: [C:1]([O:5][C:6](=[O:31])[CH2:7][N:8]([C:17]1[CH:22]=[CH:21][CH:20]=[CH:19][C:18]=1[O:23][CH2:24][C:25]1[CH:30]=[CH:29][CH:28]=[CH:27][CH:26]=1)[CH2:9][C:10]([O:12][C:13]([CH3:16])([CH3:15])[CH3:14])=[O:11])([CH3:4])([CH3:3])[CH3:2].N1C=CC=CC=1.[Br:38]Br. (7) Given the product [NH2:26][C:25]1[CH:24]=[CH:23][C:11]([O:12][CH2:13][C:14]([O:16][CH2:17][CH2:18][Si:19]([CH3:22])([CH3:20])[CH3:21])=[O:15])=[CH:10][C:9]=1[O:8][CH2:1][C:2]1[CH:7]=[CH:6][CH:5]=[CH:4][CH:3]=1, predict the reactants needed to synthesize it. The reactants are: [CH2:1]([O:8][C:9]1[CH:10]=[C:11]([CH:23]=[CH:24][C:25]=1[N+:26]([O-])=O)[O:12][CH2:13][C:14]([O:16][CH2:17][CH2:18][Si:19]([CH3:22])([CH3:21])[CH3:20])=[O:15])[C:2]1[CH:7]=[CH:6][CH:5]=[CH:4][CH:3]=1. (8) The reactants are: Br[C:2]1[C:7](=[O:8])[N:6]2[CH:9]=[CH:10][CH:11]=[CH:12][C:5]2=[N:4][C:3]=1[CH2:13][CH2:14][O:15][CH3:16].BrC1C(=O)N2C=CC=CC2=NC=1CCCC.[Cl:33][C:34]1[CH:39]=[CH:38][C:37](B(O)O)=[CH:36][CH:35]=1.COC1C=CC(B(O)O)=CC=1. Given the product [Cl:33][C:34]1[CH:39]=[CH:38][C:37]([C:2]2[C:7](=[O:8])[N:6]3[CH:9]=[CH:10][CH:11]=[CH:12][C:5]3=[N:4][C:3]=2[CH2:13][CH2:14][O:15][CH3:16])=[CH:36][CH:35]=1, predict the reactants needed to synthesize it. (9) The reactants are: [NH2:1][C:2]1[CH:12]=[C:11]([CH2:13][N:14]2[CH2:18][CH2:17][C@@H:16]([NH:19][C:20]([O:22][C:23]([CH3:26])([CH3:25])[CH3:24])=[O:21])[CH2:15]2)[C:10]([Br:27])=[CH:9][C:3]=1[C:4]([O:6]CC)=[O:5].NC1C(Br)=CC(C(F)(F)F)=CC=1C(O)=O. Given the product [NH2:1][C:2]1[CH:12]=[C:11]([CH2:13][N:14]2[CH2:18][CH2:17][C@@H:16]([NH:19][C:20]([O:22][C:23]([CH3:25])([CH3:24])[CH3:26])=[O:21])[CH2:15]2)[C:10]([Br:27])=[CH:9][C:3]=1[C:4]([OH:6])=[O:5], predict the reactants needed to synthesize it.